From a dataset of Catalyst prediction with 721,799 reactions and 888 catalyst types from USPTO. Predict which catalyst facilitates the given reaction. (1) Reactant: [N:1]1([CH2:6][CH2:7][CH2:8][CH2:9][NH:10][C:11]([C:13]2[CH:18]=[C:17]([O:19][C:20]3[CH:25]=[CH:24][C:23]([OH:26])=[C:22]([NH2:27])[CH:21]=3)[CH:16]=[CH:15][N:14]=2)=[O:12])[CH2:5][CH2:4][CH2:3][CH2:2]1.[Cl:28][C:29]1[CH:41]=[CH:40][C:39]([N:42]=[C:43]=S)=[CH:38][C:30]=1[O:31][CH2:32][CH:33]1[CH2:37][CH2:36][CH2:35][O:34]1. The catalyst class is: 705. Product: [N:1]1([CH2:6][CH2:7][CH2:8][CH2:9][NH:10][C:11]([C:13]2[CH:18]=[C:17]([O:19][C:20]3[CH:25]=[CH:24][C:23]4[O:26][C:43]([NH:42][C:39]5[CH:40]=[CH:41][C:29]([Cl:28])=[C:30]([O:31][CH2:32][CH:33]6[CH2:37][CH2:36][CH2:35][O:34]6)[CH:38]=5)=[N:27][C:22]=4[CH:21]=3)[CH:16]=[CH:15][N:14]=2)=[O:12])[CH2:5][CH2:4][CH2:3][CH2:2]1. (2) Reactant: [F:1][C:2]1[CH:3]=[C:4](/[CH:26]=[CH:27]/[C:28]([O:30][CH3:31])=[O:29])[CH:5]=[CH:6][C:7]=1[C:8]1[S:9][C:10]2[C:15]([N:16]=1)=[CH:14][CH:13]=[C:12]([C:17]1([C:20]3[CH:25]=[CH:24][CH:23]=[CH:22][CH:21]=3)[CH2:19][CH2:18]1)[N:11]=2.[H][H]. Product: [F:1][C:2]1[CH:3]=[C:4]([CH2:26][CH2:27][C:28]([O:30][CH3:31])=[O:29])[CH:5]=[CH:6][C:7]=1[C:8]1[S:9][C:10]2[C:15]([N:16]=1)=[CH:14][CH:13]=[C:12]([C:17]1([C:20]3[CH:25]=[CH:24][CH:23]=[CH:22][CH:21]=3)[CH2:18][CH2:19]1)[N:11]=2. The catalyst class is: 123. (3) Reactant: [Br:1][C:2]1[CH:10]=[CH:9][C:8]2[NH:7][C:6]3[CH2:11][CH2:12][N:13]([C:15]([O:17][C:18]([CH3:21])([CH3:20])[CH3:19])=[O:16])[CH2:14][C:5]=3[C:4]=2[CH:3]=1.[OH-].[K+].[O:24]([CH2:31][CH:32]1[CH2:34][O:33]1)[C:25]1[CH:30]=[CH:29][CH:28]=[CH:27][CH:26]=1. Product: [Br:1][C:2]1[CH:10]=[CH:9][C:8]2[N:7]([CH2:34][CH:32]([OH:33])[CH2:31][O:24][C:25]3[CH:30]=[CH:29][CH:28]=[CH:27][CH:26]=3)[C:6]3[CH2:11][CH2:12][N:13]([C:15]([O:17][C:18]([CH3:21])([CH3:20])[CH3:19])=[O:16])[CH2:14][C:5]=3[C:4]=2[CH:3]=1. The catalyst class is: 692. (4) Reactant: Cl.[NH2:2][CH2:3][C:4]([O:6][C:7]([CH3:10])([CH3:9])[CH3:8])=[O:5].C(N(CC)CC)C.S=[C:19]1[CH2:23][S:22][C:21](=[O:24])[NH:20]1. Product: [O:24]=[C:21]1[N:20]=[C:19]([NH:2][CH2:3][C:4]([O:6][C:7]([CH3:10])([CH3:9])[CH3:8])=[O:5])[CH2:23][S:22]1. The catalyst class is: 8. (5) Reactant: [NH:1]1[CH:5]=[C:4]([S:6]([OH:9])(=O)=[O:7])[CH:3]=[N:2]1.P(Cl)(Cl)(Cl)(Cl)[Cl:11]. Product: [NH:1]1[CH:5]=[C:4]([S:6]([Cl:11])(=[O:9])=[O:7])[CH:3]=[N:2]1. The catalyst class is: 11. (6) Reactant: [Cl:1][C:2]1[C:7]([NH:8][C:9](=O)[C:10]2[CH:15]=[CH:14][CH:13]=[CH:12][C:11]=2[F:16])=[C:6]([NH:18][C:19]2[CH:24]=[CH:23][C:22]([Cl:25])=[CH:21][CH:20]=2)[N:5]=[C:4]([CH3:26])[N:3]=1. Product: [Cl:1][C:2]1[N:3]=[C:4]([CH3:26])[N:5]=[C:6]2[C:7]=1[N:8]=[C:9]([C:10]1[CH:15]=[CH:14][CH:13]=[CH:12][C:11]=1[F:16])[N:18]2[C:19]1[CH:24]=[CH:23][C:22]([Cl:25])=[CH:21][CH:20]=1. The catalyst class is: 155. (7) Reactant: [CH2:1]([NH:3][C:4](=[O:15])[CH:5]([C:7]1[CH:12]=[CH:11][C:10]([C:13]#[CH:14])=[CH:9][CH:8]=1)[CH3:6])[CH3:2].[Cl:16][C:17]1[N:22]=[CH:21][C:20](I)=[CH:19][N:18]=1.CCN(C(C)C)C(C)C. Product: [Cl:16][C:17]1[N:22]=[CH:21][C:20]([C:14]#[C:13][C:10]2[CH:9]=[CH:8][C:7]([CH:5]([CH3:6])[C:4]([NH:3][CH2:1][CH3:2])=[O:15])=[CH:12][CH:11]=2)=[CH:19][N:18]=1. The catalyst class is: 540. (8) Reactant: C([O:9][CH2:10][C@:11]1([CH3:18])[CH2:15][C:14]([F:17])([F:16])[CH2:13][O:12]1)(=O)C1C=CC=CC=1.[OH-].[Na+]. Product: [F:16][C:14]1([F:17])[CH2:13][O:12][C@@:11]([CH2:10][OH:9])([CH3:18])[CH2:15]1. The catalyst class is: 36. (9) Product: [F:27][C:24]1[CH:23]=[CH:22][C:21]([C:18]2[CH:19]=[CH:20][C:15]([O:14][CH:11]3[CH2:12][CH2:13][NH:8][CH2:9][CH2:10]3)=[N:16][CH:17]=2)=[CH:26][CH:25]=1. Reactant: C(OC([N:8]1[CH2:13][CH2:12][CH:11]([O:14][C:15]2[CH:20]=[CH:19][C:18]([C:21]3[CH:26]=[CH:25][C:24]([F:27])=[CH:23][CH:22]=3)=[CH:17][N:16]=2)[CH2:10][CH2:9]1)=O)(C)(C)C.Cl. The catalyst class is: 459. (10) Reactant: Cl[CH2:2][CH2:3][N:4]1[CH2:8][CH2:7][CH2:6][CH2:5]1.[OH:9][C:10]1[CH:17]=[CH:16][C:13]([CH:14]=[O:15])=[CH:12][CH:11]=1.C(=O)([O-])[O-].[K+].[K+]. Product: [N:4]1([CH2:3][CH2:2][O:9][C:10]2[CH:17]=[CH:16][C:13]([CH:14]=[O:15])=[CH:12][CH:11]=2)[CH2:8][CH2:7][CH2:6][CH2:5]1. The catalyst class is: 18.